This data is from Catalyst prediction with 721,799 reactions and 888 catalyst types from USPTO. The task is: Predict which catalyst facilitates the given reaction. (1) Product: [CH2:13]([C:17]1[N:18]=[C:19]([CH3:47])[N:20]([C:39]2[CH:44]=[CH:43][C:42]([CH3:45])=[C:41]([CH3:46])[CH:40]=2)[C:21](=[O:38])[C:22]=1[CH2:23][C:24]1[CH:25]=[CH:26][C:27]([C:30]2[CH:35]=[CH:34][CH:33]=[CH:32][C:31]=2[C:36]2[NH:3][C:4](=[O:7])[O:5][N:37]=2)=[CH:28][CH:29]=1)[CH2:14][CH2:15][CH3:16]. Reactant: [Cl-].O[NH3+:3].[C:4](=[O:7])([O-])[OH:5].[Na+].CS(C)=O.[CH2:13]([C:17]1[N:18]=[C:19]([CH3:47])[N:20]([C:39]2[CH:44]=[CH:43][C:42]([CH3:45])=[C:41]([CH3:46])[CH:40]=2)[C:21](=[O:38])[C:22]=1[CH2:23][C:24]1[CH:29]=[CH:28][C:27]([C:30]2[C:31]([C:36]#[N:37])=[CH:32][CH:33]=[CH:34][CH:35]=2)=[CH:26][CH:25]=1)[CH2:14][CH2:15][CH3:16]. The catalyst class is: 69. (2) Reactant: Cl[C:2]1[N:7]=[CH:6][N:5]=[C:4]([NH:8][C:9]2[CH:14]=[C:13]([O:15][CH3:16])[C:12]([O:17][CH2:18][CH2:19][N:20]3[CH:24]=[CH:23][N:22]=[N:21]3)=[C:11]([O:25][CH3:26])[CH:10]=2)[N:3]=1.[Cl:27][C:28]1[NH:29][C:30]2[CH:36]=[CH:35][CH:34]=[CH:33][C:31]=2[N:32]=1.C([O-])([O-])=O.[K+].[K+]. Product: [Cl:27][C:28]1[N:32]([C:6]2[N:7]=[CH:2][N:3]=[C:4]([NH:8][C:9]3[CH:10]=[C:11]([O:25][CH3:26])[C:12]([O:17][CH2:18][CH2:19][N:20]4[CH:24]=[CH:23][N:22]=[N:21]4)=[C:13]([O:15][CH3:16])[CH:14]=3)[N:5]=2)[C:31]2[CH:33]=[CH:34][CH:35]=[CH:36][C:30]=2[N:29]=1. The catalyst class is: 751. (3) Reactant: [F:1][C:2]1[CH:3]=[C:4]([CH:14]=[CH:15][CH:16]=1)[CH2:5][O:6][C:7]1[CH:8]=[C:9]([OH:13])[CH:10]=[CH:11][CH:12]=1.[N+:17]([O-])([OH:19])=[O:18].O. Product: [F:1][C:2]1[CH:3]=[C:4]([CH:14]=[CH:15][CH:16]=1)[CH2:5][O:6][C:7]1[CH:12]=[CH:11][C:10]([N+:17]([O-:19])=[O:18])=[C:9]([OH:13])[CH:8]=1. The catalyst class is: 15. (4) Reactant: [NH2:1][CH:2]([C:4]1[CH:5]=[C:6]([C:10]2[N:11]([CH3:22])[C:12]3[C:17]([C:18]=2[C:19]#[N:20])=[CH:16][CH:15]=[C:14]([Cl:21])[CH:13]=3)[CH:7]=[N:8][CH:9]=1)[CH3:3].[CH2:23]([S:25](Cl)(=[O:27])=[O:26])[CH3:24].C(N(CC)CC)C. Product: [Cl:21][C:14]1[CH:13]=[C:12]2[C:17]([C:18]([C:19]#[N:20])=[C:10]([C:6]3[CH:5]=[C:4]([CH:2]([NH:1][S:25]([CH2:23][CH3:24])(=[O:27])=[O:26])[CH3:3])[CH:9]=[N:8][CH:7]=3)[N:11]2[CH3:22])=[CH:16][CH:15]=1. The catalyst class is: 4. (5) Reactant: [OH-].[Na+].[C:3]([NH:6][C:7]([CH2:18][C:19]1[S:23][CH:22]=[N:21][CH:20]=1)(C(OCC)=O)[C:8]([O:10][CH2:11][CH3:12])=[O:9])(=[O:5])[CH3:4].Cl. Product: [C:3]([NH:6][CH:7]([CH2:18][C:19]1[S:23][CH:22]=[N:21][CH:20]=1)[C:8]([O:10][CH2:11][CH3:12])=[O:9])(=[O:5])[CH3:4]. The catalyst class is: 8. (6) Reactant: [CH3:1][C:2]([C:11]1[N:16]=[C:15]2[CH2:17][CH2:18][CH2:19][CH2:20][CH2:21][C:14]2=[C:13]([C:22]2[CH:27]=[CH:26][N:25]=[C:24]([CH3:28])[CH:23]=2)[C:12]=1[C:29]1[NH:33][N:32]=[N:31][N:30]=1)([CH3:10])[C:3]([O:5]C(C)(C)C)=[O:4].C(O)(C(F)(F)F)=O. Product: [CH3:10][C:2]([C:11]1[N:16]=[C:15]2[CH2:17][CH2:18][CH2:19][CH2:20][CH2:21][C:14]2=[C:13]([C:22]2[CH:27]=[CH:26][N:25]=[C:24]([CH3:28])[CH:23]=2)[C:12]=1[C:29]1[NH:33][N:32]=[N:31][N:30]=1)([CH3:1])[C:3]([OH:5])=[O:4]. The catalyst class is: 2. (7) Reactant: ClC(Cl)(Cl)[C:3]([C:5]1[C:13]2[C:8](=[CH:9][C:10]([Cl:23])=[C:11]([C:14]3[CH:19]=[CH:18][C:17]([O:20][CH2:21][CH3:22])=[CH:16][CH:15]=3)[CH:12]=2)[NH:7][CH:6]=1)=[O:4].[OH-:26].[K+]. Product: [Cl:23][C:10]1[CH:9]=[C:8]2[C:13]([C:5]([C:3]([OH:26])=[O:4])=[CH:6][NH:7]2)=[CH:12][C:11]=1[C:14]1[CH:15]=[CH:16][C:17]([O:20][CH2:21][CH3:22])=[CH:18][CH:19]=1. The catalyst class is: 57. (8) Reactant: F[C:2]1N=[CH:19][C:5]2[CH:6]=[CH:7][C@@H:8]3[CH2:15][CH2:14][C@@H:13]([C:16]([OH:18])=[O:17])[CH2:12][N:9]3[C:10](=[O:11])[C:4]=2[CH:3]=1.S(Cl)(Cl)=O.[C:25]1(C)C=CC=CC=1. Product: [O:11]=[C:10]1[C:4]2[CH:3]=[CH:2][CH:25]=[CH:19][C:5]=2[CH:6]=[CH:7][C@@H:8]2[CH2:15][CH2:14][C@@H:13]([C:16]([OH:18])=[O:17])[CH2:12][N:9]12. The catalyst class is: 2. (9) Reactant: [CH3:1][C:2]1[N:7]=[C:6]2[S:8][C:9]3[CH2:14][CH2:13][CH2:12][CH2:11][C:10]=3[C:5]2=[C:4]([C:15]2[CH:20]=[CH:19][C:18]([CH3:21])=[CH:17][CH:16]=2)[C:3]=1[CH2:22][C:23]([O:25][CH3:26])=[O:24].[Li+].C[Si]([N-][Si](C)(C)C)(C)C.C1COCC1.[F:42][C:43]([F:48])([F:47])[CH2:44][CH2:45]I. Product: [CH3:1][C:2]1[N:7]=[C:6]2[S:8][C:9]3[CH2:14][CH2:13][CH2:12][CH2:11][C:10]=3[C:5]2=[C:4]([C:15]2[CH:16]=[CH:17][C:18]([CH3:21])=[CH:19][CH:20]=2)[C:3]=1[CH:22]([CH2:45][CH2:44][C:43]([F:48])([F:47])[F:42])[C:23]([O:25][CH3:26])=[O:24]. The catalyst class is: 3. (10) Reactant: [CH3:1][N:2]([CH3:14])[C:3]1[CH:11]=[C:10]([CH3:12])[C:6]([C:7](O)=[O:8])=[C:5]([F:13])[CH:4]=1.C(N1C=CN=C1)([N:17]1C=CN=C1)=O. Product: [CH3:1][N:2]([CH3:14])[C:3]1[CH:11]=[C:10]([CH3:12])[C:6]([C:7]([NH2:17])=[O:8])=[C:5]([F:13])[CH:4]=1. The catalyst class is: 1.